From a dataset of Reaction yield outcomes from USPTO patents with 853,638 reactions. Predict the reaction yield, written as a fraction of the theoretical maximum amount of product (1.0 means a 100% yield; for example, 0.34 means a 34% yield). (1) The catalyst is CC#N. The yield is 0.520. The reactants are [N+:1]([C:4]1[CH:9]=[CH:8][CH:7]=[CH:6][C:5]=1[S:10]([NH:13][CH:14]1[C:23]2[N:22]=[CH:21][CH:20]=[CH:19][C:18]=2[CH2:17][CH2:16][CH2:15]1)(=[O:12])=[O:11])([O-:3])=[O:2].[CH3:24][O:25][C:26](=[O:37])[C:27]1[CH:32]=[C:31]([C:33]#[N:34])[CH:30]=[CH:29][C:28]=1[CH2:35]Br.C([O-])([O-])=O.[K+].[K+].N#N. The product is [CH3:24][O:25][C:26](=[O:37])[C:27]1[CH:32]=[C:31]([C:33]#[N:34])[CH:30]=[CH:29][C:28]=1[CH2:35][N:13]([S:10]([C:5]1[CH:6]=[CH:7][CH:8]=[CH:9][C:4]=1[N+:1]([O-:3])=[O:2])(=[O:11])=[O:12])[CH:14]1[C:23]2[N:22]=[CH:21][CH:20]=[CH:19][C:18]=2[CH2:17][CH2:16][CH2:15]1. (2) The product is [CH3:20][O:19][C:16]1[CH:17]=[CH:18][C:13]([CH2:12][O:3][N:4]=[CH:5][C:6]([O:8][CH2:9][CH3:10])=[O:7])=[CH:14][CH:15]=1. The yield is 0.720. The catalyst is CN(C=O)C. The reactants are [H-].[Na+].[OH:3][N:4]=[CH:5][C:6]([O:8][CH2:9][CH3:10])=[O:7].Cl[CH2:12][C:13]1[CH:18]=[CH:17][C:16]([O:19][CH3:20])=[CH:15][CH:14]=1. (3) The reactants are [CH2:1]([C:8]1[N:9]=[N:10][C:11]([N:16]2[CH2:21][CH2:20][NH:19][CH2:18][CH2:17]2)=[C:12]([CH3:15])[C:13]=1[CH3:14])[C:2]1[CH:7]=[CH:6][CH:5]=[CH:4][CH:3]=1.Cl[C:23]([O:25][C:26]1[CH:31]=[CH:30][CH:29]=[CH:28][CH:27]=1)=[O:24].CN1CCOCC1. The catalyst is C(Cl)Cl. The product is [C:26]1([O:25][C:23]([N:19]2[CH2:18][CH2:17][N:16]([C:11]3[N:10]=[N:9][C:8]([CH2:1][C:2]4[CH:7]=[CH:6][CH:5]=[CH:4][CH:3]=4)=[C:13]([CH3:14])[C:12]=3[CH3:15])[CH2:21][CH2:20]2)=[O:24])[CH:31]=[CH:30][CH:29]=[CH:28][CH:27]=1. The yield is 0.810. (4) The reactants are C[Si]([N-][Si](C)(C)C)(C)C.[Li+].[Br:11][C:12]1[CH:13]=[C:14]2[C:18](=[CH:19][CH:20]=1)[NH:17][CH:16]=[CH:15]2.[CH:21]([Si:24](Cl)([CH:28]([CH3:30])[CH3:29])[CH:25]([CH3:27])[CH3:26])([CH3:23])[CH3:22]. The catalyst is C1COCC1. The product is [Br:11][C:12]1[CH:13]=[C:14]2[C:18](=[CH:19][CH:20]=1)[N:17]([Si:24]([CH:28]([CH3:30])[CH3:29])([CH:25]([CH3:27])[CH3:26])[CH:21]([CH3:23])[CH3:22])[CH:16]=[CH:15]2. The yield is 0.990.